This data is from Full USPTO retrosynthesis dataset with 1.9M reactions from patents (1976-2016). The task is: Predict the reactants needed to synthesize the given product. (1) Given the product [C:34]([NH:2][C@H:3]1[CH2:8][CH2:7][C@H:6]([NH:9][C:10]([C:12]2[C:16]3[N:17]=[CH:18][N:19]=[C:20]([C:21]4[CH:26]=[C:25]([F:27])[CH:24]=[CH:23][C:22]=4[O:28][CH2:29][CH:30]4[CH2:31][CH2:32]4)[C:15]=3[NH:14][C:13]=2[CH3:33])=[O:11])[CH2:5][CH2:4]1)(=[O:36])[CH3:35], predict the reactants needed to synthesize it. The reactants are: Cl.[NH2:2][C@H:3]1[CH2:8][CH2:7][C@H:6]([NH:9][C:10]([C:12]2[C:16]3[N:17]=[CH:18][N:19]=[C:20]([C:21]4[CH:26]=[C:25]([F:27])[CH:24]=[CH:23][C:22]=4[O:28][CH2:29][CH:30]4[CH2:32][CH2:31]4)[C:15]=3[NH:14][C:13]=2[CH3:33])=[O:11])[CH2:5][CH2:4]1.[C:34](Cl)(=[O:36])[CH3:35]. (2) Given the product [NH:4]1[C:5]2[C:10](=[CH:9][CH:8]=[CH:7][N:6]=2)[CH2:2][C:3]1=[O:11], predict the reactants needed to synthesize it. The reactants are: Br[C:2]1(Br)[C:10]2[C:5](=[N:6][CH:7]=[CH:8][CH:9]=2)[NH:4][C:3]1=[O:11].[NH4+].[Cl-].